From a dataset of Catalyst prediction with 721,799 reactions and 888 catalyst types from USPTO. Predict which catalyst facilitates the given reaction. (1) Reactant: [CH:1]([C:4]1[NH:5][C:6]2[C:11]([C:12]=1[CH:13]=O)=[CH:10][C:9]([O:15][CH3:16])=[CH:8][CH:7]=2)([CH3:3])[CH3:2].[C:17]([C:20]1[CH:25]=[CH:24][N:23]=[CH:22][CH:21]=1)(=[O:19])[CH3:18].N1CCCCC1. Product: [CH:1]([C:4]1[NH:5][C:6]2[C:11]([C:12]=1/[CH:13]=[CH:18]/[C:17]([C:20]1[CH:25]=[CH:24][N:23]=[CH:22][CH:21]=1)=[O:19])=[CH:10][C:9]([O:15][CH3:16])=[CH:8][CH:7]=2)([CH3:3])[CH3:2]. The catalyst class is: 5. (2) Reactant: [C:1]([O:5][C:6]([N:8]1[CH2:11][CH:10]([CH:12]([NH:14]S(C(C)(C)C)=O)[CH3:13])[CH2:9]1)=[O:7])([CH3:4])([CH3:3])[CH3:2].Cl.O1CCOCC1. Product: [C:1]([O:5][C:6]([N:8]1[CH2:11][CH:10]([CH:12]([NH2:14])[CH3:13])[CH2:9]1)=[O:7])([CH3:4])([CH3:3])[CH3:2]. The catalyst class is: 5. (3) Product: [Cl:17][C:18]1[CH:23]=[C:22]([Cl:24])[CH:21]=[CH:20][C:19]=1[O:25][CH:2]([C:4]1[O:8][N:7]=[C:6]([CH2:9][C:10]2[CH:15]=[CH:14][C:13]([F:16])=[CH:12][CH:11]=2)[N:5]=1)[CH3:3]. Reactant: Cl[CH:2]([C:4]1[O:8][N:7]=[C:6]([CH2:9][C:10]2[CH:15]=[CH:14][C:13]([F:16])=[CH:12][CH:11]=2)[N:5]=1)[CH3:3].[Cl:17][C:18]1[CH:23]=[C:22]([Cl:24])[CH:21]=[CH:20][C:19]=1[OH:25].C([O-])([O-])=O.[K+].[K+]. The catalyst class is: 18. (4) Reactant: [Cl:1][S:2]([N:5]=[C:6]=[O:7])(=[O:4])=[O:3].[CH3:8][CH2:9]/[CH:10]=[CH:11]/[CH2:12][CH3:13]. Product: [CH2:9]([CH:10]1[CH:11]([CH2:12][CH3:13])[C:6](=[O:7])[N:5]1[S:2]([Cl:1])(=[O:4])=[O:3])[CH3:8]. The catalyst class is: 2. (5) Reactant: [O:1]1CCO[CH:2]1[C:6]1[CH:7]=[CH:8][C:9]([C:12]2[S:20][C:19]3[C:14](=[N:15][CH:16]=[CH:17][C:18]=3[O:21][C:22]3[CH:23]=[CH:24][C:25]4[O:29][C:28]([NH:30][C:31]5[CH:36]=[CH:35][C:34]([Cl:37])=[CH:33][CH:32]=5)=[N:27][C:26]=4[CH:38]=3)[CH:13]=2)=[N:10][CH:11]=1.Cl. Product: [Cl:37][C:34]1[CH:35]=[CH:36][C:31]([NH:30][C:28]2[O:29][C:25]3[CH:24]=[CH:23][C:22]([O:21][C:18]4[CH:17]=[CH:16][N:15]=[C:14]5[CH:13]=[C:12]([C:9]6[CH:8]=[CH:7][C:6]([CH:2]=[O:1])=[CH:11][N:10]=6)[S:20][C:19]=45)=[CH:38][C:26]=3[N:27]=2)=[CH:32][CH:33]=1. The catalyst class is: 1.